This data is from Catalyst prediction with 721,799 reactions and 888 catalyst types from USPTO. The task is: Predict which catalyst facilitates the given reaction. (1) Reactant: [Cl:1][C:2]1[C:7]([C:8](Cl)=[O:9])=[C:6]([Cl:11])[N:5]=[CH:4][N:3]=1.[OH:12][NH:13][C:14](=[NH:18])[CH:15]([CH3:17])[CH3:16].CCN(C(C)C)C(C)C.C(Cl)Cl.CO. Product: [Cl:1][C:2]1[C:7]([C:8]([O:12][N:13]=[C:14]([NH2:18])[CH:15]([CH3:17])[CH3:16])=[O:9])=[C:6]([Cl:11])[N:5]=[CH:4][N:3]=1. The catalyst class is: 34. (2) Reactant: [ClH:1].C(OC([NH:12][C@H:13]([C:17]([OH:19])=[O:18])[CH:14]([CH3:16])[CH3:15])=O)C1C=CC=CC=1.[CH:20]1[N:24]([CH2:25][O:26][CH:27]([CH2:30]O)[CH2:28][OH:29])[C:23]2[N:32]=[C:33]([NH2:37])[N:34]=[C:35]([OH:36])[C:22]=2[N:21]=1.C(O)(C)C. Product: [CH3:16][CH:14]([C@H:13]([NH2:12])[C:17]([O:19][CH2:30][CH:27]([O:26][CH2:25][N:24]1[C:23]2[NH:32][C:33]([NH2:37])=[N:34][C:35](=[O:36])[C:22]=2[N:21]=[CH:20]1)[CH2:28][OH:29])=[O:18])[CH3:15].[ClH:1]. The catalyst class is: 63. (3) Reactant: [Cl:1][C:2]1[CH:7]=[CH:6][CH:5]=[CH:4][C:3]=1[C:8]1[N:9]([C:22]2[CH:27]=[CH:26][C:25]([Cl:28])=[CH:24][CH:23]=2)[CH:10]=[C:11]([C:13]([NH:15][CH:16]2[CH2:21][CH2:20][NH:19][CH2:18][CH2:17]2)=[O:14])[N:12]=1.CI.[CH3:31]CN(CC)CC. Product: [Cl:1][C:2]1[CH:7]=[CH:6][CH:5]=[CH:4][C:3]=1[C:8]1[N:9]([C:22]2[CH:23]=[CH:24][C:25]([Cl:28])=[CH:26][CH:27]=2)[CH:10]=[C:11]([C:13]([NH:15][CH:16]2[CH2:17][CH2:18][N:19]([CH3:31])[CH2:20][CH2:21]2)=[O:14])[N:12]=1. The catalyst class is: 2. (4) Reactant: [Br:1][C:2]1[CH:3]=[CH:4][C:5]([O:11][C:12]2[C:13]([F:18])=[N:14][CH:15]=[CH:16][CH:17]=2)=[C:6]([CH:10]=1)[C:7]([OH:9])=O.[CH2:19]([NH:21][CH2:22][CH3:23])[CH3:20].CN(C(ON1N=NC2C=CC=CC1=2)=[N+](C)C)C.[B-](F)(F)(F)F. Product: [Br:1][C:2]1[CH:3]=[CH:4][C:5]([O:11][C:12]2[C:13]([F:18])=[N:14][CH:15]=[CH:16][CH:17]=2)=[C:6]([CH:10]=1)[C:7]([N:21]([CH2:22][CH3:23])[CH2:19][CH3:20])=[O:9]. The catalyst class is: 3.